Task: Regression. Given two drug SMILES strings and cell line genomic features, predict the synergy score measuring deviation from expected non-interaction effect.. Dataset: Merck oncology drug combination screen with 23,052 pairs across 39 cell lines (1) Drug 1: CCN(CC)CCNC(=O)c1c(C)[nH]c(C=C2C(=O)Nc3ccc(F)cc32)c1C. Drug 2: CC1(c2nc3c(C(N)=O)cccc3[nH]2)CCCN1. Cell line: VCAP. Synergy scores: synergy=13.4. (2) Drug 1: O=S1(=O)NC2(CN1CC(F)(F)F)C1CCC2Cc2cc(C=CCN3CCC(C(F)(F)F)CC3)ccc2C1. Drug 2: C#Cc1cccc(Nc2ncnc3cc(OCCOC)c(OCCOC)cc23)c1. Cell line: OVCAR3. Synergy scores: synergy=40.8. (3) Drug 1: O=C(O)C1(Cc2cccc(Nc3nccs3)n2)CCC(Oc2cccc(Cl)c2F)CC1. Drug 2: O=C(NOCC(O)CO)c1ccc(F)c(F)c1Nc1ccc(I)cc1F. Cell line: NCIH2122. Synergy scores: synergy=-10.2. (4) Drug 1: CCN(CC)CCNC(=O)c1c(C)[nH]c(C=C2C(=O)Nc3ccc(F)cc32)c1C. Drug 2: Cn1c(=O)n(-c2ccc(C(C)(C)C#N)cc2)c2c3cc(-c4cnc5ccccc5c4)ccc3ncc21. Cell line: NCIH23. Synergy scores: synergy=10.8. (5) Drug 1: COC1CC2CCC(C)C(O)(O2)C(=O)C(=O)N2CCCCC2C(=O)OC(C(C)CC2CCC(OP(C)(C)=O)C(OC)C2)CC(=O)C(C)C=C(C)C(O)C(OC)C(=O)C(C)CC(C)C=CC=CC=C1C. Drug 2: CCc1cnn2c(NCc3ccc[n+]([O-])c3)cc(N3CCCCC3CCO)nc12. Cell line: VCAP. Synergy scores: synergy=25.0. (6) Drug 1: C=CCn1c(=O)c2cnc(Nc3ccc(N4CCN(C)CC4)cc3)nc2n1-c1cccc(C(C)(C)O)n1. Synergy scores: synergy=93.7. Cell line: T47D. Drug 2: Cn1c(=O)n(-c2ccc(C(C)(C)C#N)cc2)c2c3cc(-c4cnc5ccccc5c4)ccc3ncc21. (7) Drug 1: COC12C(COC(N)=O)C3=C(C(=O)C(C)=C(N)C3=O)N1CC1NC12. Drug 2: COC1=C2CC(C)CC(OC)C(O)C(C)C=C(C)C(OC(N)=O)C(OC)C=CC=C(C)C(=O)NC(=CC1=O)C2=O. Cell line: KPL1. Synergy scores: synergy=16.5.